From a dataset of Catalyst prediction with 721,799 reactions and 888 catalyst types from USPTO. Predict which catalyst facilitates the given reaction. Reactant: [NH:1]1[CH:5]=[CH:4][N:3]=[CH:2]1.[H-].[Na+].[CH2:8]([O:10][CH2:11]Cl)[CH3:9]. Product: [CH2:8]([O:10][CH2:11][N:1]1[CH:5]=[CH:4][N:3]=[CH:2]1)[CH3:9]. The catalyst class is: 1.